Task: Predict the product of the given reaction.. Dataset: Forward reaction prediction with 1.9M reactions from USPTO patents (1976-2016) (1) Given the reactants [CH3:1][C:2]([CH3:7])([CH2:5]O)[CH2:3][OH:4].[CH2:8](Br)[CH2:9][CH2:10][CH3:11].O=S(Cl)[Cl:15], predict the reaction product. The product is: [CH2:8]([O:4][CH2:3][C:2]([CH2:5][Cl:15])([CH3:7])[CH3:1])[CH2:9][CH2:10][CH3:11]. (2) The product is: [CH3:1][O:2][C:3](=[O:28])[CH2:4][C:5]1[CH:14]=[C:13]([O:15][C:16]2[CH:21]=[CH:20][C:19]([S:22]([CH2:25][CH3:26])(=[O:24])=[O:23])=[CH:18][N:17]=2)[C:12]2[C:7](=[CH:8][CH:9]=[C:10]([C:29]#[N:30])[CH:11]=2)[CH:6]=1. Given the reactants [CH3:1][O:2][C:3](=[O:28])[CH2:4][C:5]1[CH:14]=[C:13]([O:15][C:16]2[CH:21]=[CH:20][C:19]([S:22]([CH2:25][CH3:26])(=[O:24])=[O:23])=[CH:18][N:17]=2)[C:12]2[C:7](=[CH:8][CH:9]=[C:10](Br)[CH:11]=2)[CH:6]=1.[CH3:29][N:30](C)C(=O)C, predict the reaction product. (3) Given the reactants [Cl:1][C:2]1[CH:3]=[C:4]([CH:8]=[CH:9][C:10]=1[C:11](=[O:26])[NH:12][C:13]1[CH:18]=[CH:17][C:16]([Cl:19])=[C:15]([C:20]2[CH:25]=[CH:24][CH:23]=[CH:22][N:21]=2)[CH:14]=1)[C:5](O)=[O:6].[O:27]=[C:28]1[NH:33][CH2:32][CH2:31][NH:30][CH2:29]1, predict the reaction product. The product is: [Cl:1][C:2]1[CH:3]=[C:4]([C:5]([N:30]2[CH2:31][CH2:32][NH:33][C:28](=[O:27])[CH2:29]2)=[O:6])[CH:8]=[CH:9][C:10]=1[C:11]([NH:12][C:13]1[CH:18]=[CH:17][C:16]([Cl:19])=[C:15]([C:20]2[CH:25]=[CH:24][CH:23]=[CH:22][N:21]=2)[CH:14]=1)=[O:26]. (4) Given the reactants [CH3:1][CH:2]([C:4]1[N:9]=[C:8]([N:10]([S:12]([CH3:15])(=[O:14])=[O:13])[CH3:11])[N:7]=[C:6]([C:16]2[CH:17]=[CH:18][C:19]([F:22])=[CH:20][CH:21]=2)[C:5]=1/[CH:23]=[CH:24]/[C@@H:25]([OH:33])[CH2:26][C@@H:27]([OH:32])[CH2:28][C:29](O)=[O:30])[CH3:3].[Mg+2].[Br-].[Br-].Cl.[NH2:38][OH:39].C(=O)(O)[O-].[Na+], predict the reaction product. The product is: [F:22][C:19]1[CH:20]=[CH:21][C:16]([C:6]2[C:5](/[CH:23]=[CH:24]/[C@@H:25]([OH:33])[CH2:26][C@@H:27]([OH:32])[CH2:28][C:29]([NH:38][OH:39])=[O:30])=[C:4]([CH:2]([CH3:3])[CH3:1])[N:9]=[C:8]([N:10]([CH3:11])[S:12]([CH3:15])(=[O:13])=[O:14])[N:7]=2)=[CH:17][CH:18]=1. (5) Given the reactants C[O:2][C:3](=[O:37])[CH2:4][C:5]1[CH:10]=[CH:9][C:8]([O:11][CH:12]([C:31]2[CH:36]=[CH:35][CH:34]=[CH:33][CH:32]=2)[CH2:13][O:14][C:15]2[CH:20]=[CH:19][CH:18]=[C:17]([C:21]([OH:30])([C:26]([F:29])([F:28])[F:27])[C:22]([F:25])([F:24])[F:23])[CH:16]=2)=[CH:7][CH:6]=1.[Li+].[OH-].OS([O-])(=O)=O.[K+], predict the reaction product. The product is: [C:31]1([CH:12]([O:11][C:8]2[CH:7]=[CH:6][C:5]([CH2:4][C:3]([OH:37])=[O:2])=[CH:10][CH:9]=2)[CH2:13][O:14][C:15]2[CH:20]=[CH:19][CH:18]=[C:17]([C:21]([OH:30])([C:26]([F:29])([F:28])[F:27])[C:22]([F:25])([F:24])[F:23])[CH:16]=2)[CH:36]=[CH:35][CH:34]=[CH:33][CH:32]=1. (6) Given the reactants [NH2:1][C:2]1[CH:3]=[C:4]([CH:14]=[CH:15][C:16]=1[O:17][CH2:18][CH3:19])[C:5]([NH:7][C:8]1[CH:13]=[CH:12][CH:11]=[CH:10][CH:9]=1)=[O:6].[Cl:20][C:21]1[CH:22]=[C:23]([N:28]=[C:29]=[S:30])[CH:24]=[C:25]([Cl:27])[CH:26]=1, predict the reaction product. The product is: [Cl:20][C:21]1[CH:22]=[C:23]([NH:28][C:29](=[S:30])[NH:1][C:2]2[CH:3]=[C:4]([CH:14]=[CH:15][C:16]=2[O:17][CH2:18][CH3:19])[C:5]([NH:7][C:8]2[CH:13]=[CH:12][CH:11]=[CH:10][CH:9]=2)=[O:6])[CH:24]=[C:25]([Cl:27])[CH:26]=1. (7) Given the reactants [CH3:1][NH2:2].C1COCC1.[Cl:8][C:9]1[N:14]=[C:13]([Cl:15])[C:12]([C:16](Cl)=[O:17])=[CH:11][N:10]=1.C(OCC)(=O)C, predict the reaction product. The product is: [Cl:8][C:9]1[N:14]=[C:13]([Cl:15])[C:12]([C:16]([NH:2][CH3:1])=[O:17])=[CH:11][N:10]=1.